This data is from Catalyst prediction with 721,799 reactions and 888 catalyst types from USPTO. The task is: Predict which catalyst facilitates the given reaction. (1) Product: [Cl:1][C:2]1[CH:3]=[CH:4][C:5]([F:12])=[C:6]([CH2:8][CH2:9][OH:10])[CH:7]=1. Reactant: [Cl:1][C:2]1[CH:3]=[CH:4][C:5]([F:12])=[C:6]([CH2:8][C:9](O)=[O:10])[CH:7]=1.[H-].[Al+3].[Li+].[H-].[H-].[H-].[OH-].[K+]. The catalyst class is: 20. (2) Reactant: [CH3:1][O:2][C:3]([C:5]1[Se:9][C:8]([C:10]([O:12][CH3:13])=[O:11])=[C:7]([N+:14]([O-])=O)[CH:6]=1)=[O:4].COC(C1[Se]C(C(OC)=O)=CC=1[NH2:26])=O.N([O-])=O.[Na+].C(=O)([O-])[O-].[K+].[K+].[CH3:41][NH:42][CH3:43]. Product: [CH3:41][N:42]([N:26]=[N:14][C:7]1[CH:6]=[C:5]([C:3]([O:2][CH3:1])=[O:4])[Se:9][C:8]=1[C:10]([O:12][CH3:13])=[O:11])[CH3:43]. The catalyst class is: 292.